This data is from Reaction yield outcomes from USPTO patents with 853,638 reactions. The task is: Predict the reaction yield, written as a fraction of the theoretical maximum amount of product (1.0 means a 100% yield; for example, 0.34 means a 34% yield). (1) The reactants are C(Cl)(=O)C(Cl)=O.[Cl:7][C:8]1[C:9]([CH3:37])=[C:10]([CH2:14][N:15]2[C:19]3[CH:20]=[C:21]([N:27]4[CH2:32][CH2:31][O:30][CH2:29][CH2:28]4)[CH:22]=[C:23]([C:24](O)=O)[C:18]=3[N:17]=[C:16]2[C:33]([F:36])([F:35])[F:34])[CH:11]=[CH:12][CH:13]=1.COC(OC)[N:41]([CH3:43])C.O.[NH2:47][NH2:48]. The catalyst is ClCCl. The product is [Cl:7][C:8]1[C:9]([CH3:37])=[C:10]([CH2:14][N:15]2[C:19]3[CH:20]=[C:21]([N:27]4[CH2:32][CH2:31][O:30][CH2:29][CH2:28]4)[CH:22]=[C:23]([C:24]4[N:41]=[CH:43][NH:48][N:47]=4)[C:18]=3[N:17]=[C:16]2[C:33]([F:35])([F:34])[F:36])[CH:11]=[CH:12][CH:13]=1. The yield is 0.199. (2) The yield is 0.380. The product is [CH:20](/[C:2]1[CH:3]=[CH:4][C:5]2[O:6][CH2:7][C:8](=[O:12])[NH:9][C:10]=2[N:11]=1)=[CH:19]\[C:13]1[CH:18]=[CH:17][CH:16]=[CH:15][CH:14]=1. The reactants are Br[C:2]1[CH:3]=[CH:4][C:5]2[O:6][CH2:7][C:8](=[O:12])[NH:9][C:10]=2[N:11]=1.[C:13]1(/[CH:19]=[CH:20]/B(O)O)[CH:18]=[CH:17][CH:16]=[CH:15][CH:14]=1.C(=O)([O-])[O-].[K+].[K+]. The catalyst is O1CCOCC1.O.CCOC(C)=O.C1C=CC([P]([Pd]([P](C2C=CC=CC=2)(C2C=CC=CC=2)C2C=CC=CC=2)([P](C2C=CC=CC=2)(C2C=CC=CC=2)C2C=CC=CC=2)[P](C2C=CC=CC=2)(C2C=CC=CC=2)C2C=CC=CC=2)(C2C=CC=CC=2)C2C=CC=CC=2)=CC=1. (3) The reactants are C(N(CC)CC)C.[F:8][C:9]1[CH:10]=[CH:11][CH:12]=[C:13]2[C:17]=1[N:16](C(OC(C)(C)C)=O)[CH:15]=[C:14]2[CH:25]=[O:26].[CH3:27][O:28][C:29]1[CH:30]=[C:31]([CH:42]=[CH:43][CH:44]=1)[N:32]=[CH:33][C:34]1[CH:35]=[N:36][C:37]([O:40][CH3:41])=[CH:38][CH:39]=1. The catalyst is [Cl-].C([N+]1C(C)=C(CCO)SC=1)C1C=CC=CC=1.C(O)C. The product is [F:8][C:9]1[CH:10]=[CH:11][CH:12]=[C:13]2[C:17]=1[NH:16][CH:15]=[C:14]2[C:25](=[O:26])[CH:33]([NH:32][C:31]1[CH:42]=[CH:43][CH:44]=[C:29]([O:28][CH3:27])[CH:30]=1)[C:34]1[CH:35]=[N:36][C:37]([O:40][CH3:41])=[CH:38][CH:39]=1. The yield is 0.0500. (4) The reactants are [C:1]12([C:11]3[CH:16]=[C:15](/[CH:17]=[CH:18]/[N+:19]([O-])=O)[CH:14]=[CH:13][C:12]=3[O:22][CH:23]([CH3:25])[CH3:24])[CH2:10][CH:5]3[CH2:6][CH:7]([CH2:9][CH:3]([CH2:4]3)[CH2:2]1)[CH2:8]2.[H-].[H-].[H-].[H-].[Li+].[Al+3]. The catalyst is CCOCC. The product is [C:1]12([C:11]3[CH:16]=[C:15]([CH2:17][CH2:18][NH2:19])[CH:14]=[CH:13][C:12]=3[O:22][CH:23]([CH3:24])[CH3:25])[CH2:2][CH:3]3[CH2:9][CH:7]([CH2:6][CH:5]([CH2:4]3)[CH2:10]1)[CH2:8]2. The yield is 0.960. (5) The reactants are [CH:1]1[C:6]2[N:7]=[C:8]3[C:20]4[C:12]([C:13]5[C:18]([N:19]=4)=[CH:17][CH:16]=[CH:15][CH:14]=5)=[CH:11][CH:10]=[C:9]3[C:5]=2[CH:4]=[CH:3][CH:2]=1.I[C:22]1[CH:27]=[CH:26][CH:25]=[CH:24][CH:23]=1.C(=O)([O-])[O-].[K+].[K+].N1C2C(=CC=CC=2)C=CC=1. The catalyst is [Cu](I)I.ClCCl.O. The product is [C:22]1([N:7]2[C:8]3[C:9](=[CH:10][CH:11]=[C:12]4[C:13]5[CH:14]=[CH:15][CH:16]=[CH:17][C:18]=5[NH:19][C:20]4=3)[C:5]3[C:6]2=[CH:1][CH:2]=[CH:3][CH:4]=3)[CH:27]=[CH:26][CH:25]=[CH:24][CH:23]=1. The yield is 0.406. (6) The reactants are [C:1](Cl)(Cl)=[O:2].[Cl:5][C:6]1[CH:11]=[CH:10][C:9]([CH:12]2[CH:16]([C:17]3[CH:22]=[CH:21][C:20]([Cl:23])=[CH:19][CH:18]=3)[NH:15][C:14]([C:24]3[CH:29]=[CH:28][C:27]([N:30]([CH3:32])[CH3:31])=[CH:26][C:25]=3[O:33][CH2:34][CH3:35])=[N:13]2)=[CH:8][CH:7]=1.C(N(CC)CC)C.[NH:43]1[CH2:48][CH2:47][NH:46][CH2:45][CH2:44]1. The catalyst is C1COCC1.C(Cl)Cl.C(=O)(O)[O-].[Na+]. The product is [Cl:5][C:6]1[CH:7]=[CH:8][C:9]([CH:12]2[CH:16]([C:17]3[CH:18]=[CH:19][C:20]([Cl:23])=[CH:21][CH:22]=3)[N:15]([C:1]([N:43]3[CH2:48][CH2:47][NH:46][CH2:45][CH2:44]3)=[O:2])[C:14]([C:24]3[CH:29]=[CH:28][C:27]([N:30]([CH3:31])[CH3:32])=[CH:26][C:25]=3[O:33][CH2:34][CH3:35])=[N:13]2)=[CH:10][CH:11]=1. The yield is 0.660.